Dataset: Forward reaction prediction with 1.9M reactions from USPTO patents (1976-2016). Task: Predict the product of the given reaction. Given the reactants [F:1][C:2]1[CH:21]=[C:20]([F:22])[CH:19]=[CH:18][C:3]=1[O:4][C:5]1[CH:10]=[CH:9][C:8]([S:11]([NH2:14])(=[O:13])=[O:12])=[CH:7][C:6]=1[N+:15]([O-])=O.Cl.[NH4+].O1CCCC1.C(O)C, predict the reaction product. The product is: [NH2:15][C:6]1[CH:7]=[C:8]([S:11]([NH2:14])(=[O:13])=[O:12])[CH:9]=[CH:10][C:5]=1[O:4][C:3]1[CH:18]=[CH:19][C:20]([F:22])=[CH:21][C:2]=1[F:1].